Predict the product of the given reaction. From a dataset of Forward reaction prediction with 1.9M reactions from USPTO patents (1976-2016). (1) Given the reactants [C:1]([O:5][C:6]([NH:8][C@@H:9]([C:17]([OH:19])=O)[CH2:10][C:11]1[CH:16]=[CH:15][CH:14]=[CH:13][CH:12]=1)=[O:7])([CH3:4])([CH3:3])[CH3:2].CCN(C(C)C)C(C)C.CN(C(ON1N=NC2C=CC=CC1=2)=[N+](C)C)C.F[P-](F)(F)(F)(F)F.Cl.[CH3:54][O:55][C:56]1[CH:57]=[C:58]([C:64]2[CH2:73][C:68]3([CH2:72][CH2:71][CH2:70][CH2:69]3)[C:67](=[O:74])[N:66]([CH:75]3[CH2:80][CH2:79][NH:78][CH2:77][CH2:76]3)[N:65]=2)[CH:59]=[CH:60][C:61]=1[O:62][CH3:63], predict the reaction product. The product is: [CH3:54][O:55][C:56]1[CH:57]=[C:58]([C:64]2[CH2:73][C:68]3([CH2:69][CH2:70][CH2:71][CH2:72]3)[C:67](=[O:74])[N:66]([CH:75]3[CH2:76][CH2:77][N:78]([C:17](=[O:19])[C@H:9]([NH:8][C:6](=[O:7])[O:5][C:1]([CH3:2])([CH3:3])[CH3:4])[CH2:10][C:11]4[CH:12]=[CH:13][CH:14]=[CH:15][CH:16]=4)[CH2:79][CH2:80]3)[N:65]=2)[CH:59]=[CH:60][C:61]=1[O:62][CH3:63]. (2) Given the reactants [Li]CC[CH2:4][CH3:5].Br[C:7]1[N:11]([CH3:12])[C:10]([CH3:13])=[N:9][CH:8]=1.[CH2:14]([O:21][C:22]1[C:23]([O:37][CH3:38])=[N:24][C:25]2[C:30]([C:31]=1[Cl:32])=[CH:29][C:28]([C:33]([O:35]C)=O)=[CH:27][CH:26]=2)[C:15]1[CH:20]=[CH:19][CH:18]=[CH:17][CH:16]=1, predict the reaction product. The product is: [CH2:14]([O:21][C:22]1[C:23]([O:37][CH3:38])=[N:24][C:25]2[C:30]([C:31]=1[Cl:32])=[CH:29][C:28]([C:33]([C:8]1[N:9]([CH3:10])[C:4]([CH3:5])=[N:11][CH:7]=1)([C:7]1[N:11]([CH3:12])[C:10]([CH3:13])=[N:9][CH:8]=1)[OH:35])=[CH:27][CH:26]=2)[C:15]1[CH:20]=[CH:19][CH:18]=[CH:17][CH:16]=1. (3) Given the reactants [Cl:1][C:2]1[N:7]=[C:6](Cl)[C:5]([CH3:9])=[CH:4][N:3]=1.[F:10][C:11]([F:21])([F:20])[C:12]1[CH:13]=[C:14]([CH:17]=[CH:18][CH:19]=1)[CH:15]=[O:16].[I-].C[N+]1C=CN(C)C=1.[H-].[Na+], predict the reaction product. The product is: [Cl:1][C:2]1[N:7]=[C:6]([C:15]([C:14]2[CH:17]=[CH:18][CH:19]=[C:12]([C:11]([F:10])([F:20])[F:21])[CH:13]=2)=[O:16])[C:5]([CH3:9])=[CH:4][N:3]=1. (4) Given the reactants [CH3:1][CH2:2][CH2:3][CH2:4][O:5][C:6]([C:8]1[O:14][C:13]([CH3:16])([CH3:15])[CH2:12][C:10](=[O:11])[CH:9]=1)=[O:7].ClC(Cl)(Cl)C(O)=O, predict the reaction product. The product is: [CH3:16][C:13]1([CH3:15])[O:14][C@H:8]([C:6]([O:5][CH2:4][CH2:3][CH2:2][CH3:1])=[O:7])[CH2:9][C:10](=[O:11])[CH2:12]1. (5) Given the reactants NC(N)=O.[N:5]1([S:9]([C:12]2[C:13]([OH:20])=[C:14]([CH:16]=[CH:17][C:18]=2[Cl:19])[NH2:15])(=[O:11])=[O:10])[CH2:8][CH2:7][CH2:6]1.[Cl:21][C:22]1[CH:27]=[CH:26][CH:25]=[CH:24][C:23]=1[N:28]=[C:29]=[O:30], predict the reaction product. The product is: [N:5]1([S:9]([C:12]2[C:13]([OH:20])=[C:14]([NH:15][C:29]([NH:28][C:23]3[CH:24]=[CH:25][CH:26]=[CH:27][C:22]=3[Cl:21])=[O:30])[CH:16]=[CH:17][C:18]=2[Cl:19])(=[O:11])=[O:10])[CH2:8][CH2:7][CH2:6]1. (6) Given the reactants [OH:1][C:2]1[C:7]([C:8]([F:11])([F:10])[F:9])=[CH:6][CH:5]=[CH:4][N:3]=1.C(#N)C.CN(C)C=O.[I:20]N1C(=O)CCC1=O, predict the reaction product. The product is: [OH:1][C:2]1[C:7]([C:8]([F:9])([F:11])[F:10])=[CH:6][C:5]([I:20])=[CH:4][N:3]=1. (7) Given the reactants [F:1][C:2]1[CH:7]=[CH:6][C:5]([N:8]2[C:12]3[CH:13]=[C:14]4[C:19]([C@@H:21]([OH:28])[C:22]5[CH:27]=[CH:26][CH:25]=[CH:24][N:23]=5)([CH2:20][C:11]=3[CH:10]=[N:9]2)[CH2:18][N:17]([C:29]([O:31][C:32]([CH3:35])([CH3:34])[CH3:33])=[O:30])[CH2:16][CH2:15]4)=[CH:4][CH:3]=1.CC(OI1(OC(C)=O)(OC(C)=O)OC(=O)C2C1=CC=CC=2)=O.C(=O)([O-])O.[Na+], predict the reaction product. The product is: [F:1][C:2]1[CH:3]=[CH:4][C:5]([N:8]2[C:12]3[CH:13]=[C:14]4[C@:19]([C:21](=[O:28])[C:22]5[CH:27]=[CH:26][CH:25]=[CH:24][N:23]=5)([CH2:20][C:11]=3[CH:10]=[N:9]2)[CH2:18][N:17]([C:29]([O:31][C:32]([CH3:35])([CH3:34])[CH3:33])=[O:30])[CH2:16][CH2:15]4)=[CH:6][CH:7]=1.